From a dataset of Peptide-MHC class II binding affinity with 134,281 pairs from IEDB. Regression. Given a peptide amino acid sequence and an MHC pseudo amino acid sequence, predict their binding affinity value. This is MHC class II binding data. (1) The binding affinity (normalized) is 0.601. The MHC is DRB1_1101 with pseudo-sequence DRB1_1101. The peptide sequence is YDKFLANVSTYLTGK. (2) The peptide sequence is EEWEPLTKKGNVWEV. The MHC is HLA-DQA10301-DQB10302 with pseudo-sequence HLA-DQA10301-DQB10302. The binding affinity (normalized) is 0.0712. (3) The MHC is DRB1_1101 with pseudo-sequence DRB1_1101. The binding affinity (normalized) is 0.590. The peptide sequence is GELQIVDKIDAGFKI. (4) The peptide sequence is DVFYNGAYFVSSGKY. The MHC is DRB1_0101 with pseudo-sequence DRB1_0101. The binding affinity (normalized) is 0.423. (5) The peptide sequence is LNNFYPREAKVQWKVDNALQSGNS. The MHC is DRB1_0101 with pseudo-sequence DRB1_0101. The binding affinity (normalized) is 0.